Predict which catalyst facilitates the given reaction. From a dataset of Catalyst prediction with 721,799 reactions and 888 catalyst types from USPTO. (1) Reactant: O[CH2:2][CH:3]=C(CCC=C(CCC=C(C)C)C)C.CC(C)=CCC/C(/C)=C/CC/C(/C)=C/C=O.CC(C)[O-].[Al+3].CC(C)[O-].CC(C)[O-].[CH3:46][CH:47]([CH2:54][CH2:55][CH2:56][CH:57]([CH3:64])[CH2:58][CH2:59][CH2:60][CH:61]([CH3:63])[CH3:62])[CH2:48][CH2:49][CH2:50][C:51](=[O:53])[CH3:52].[C-]#[C-]. Product: [CH3:62][CH:61]([CH2:60][CH2:59][CH2:58][CH:57]([CH2:56][CH2:55][CH2:54][CH:47]([CH2:48][CH2:49][CH2:50][C:51]([OH:53])([CH:2]=[CH2:3])[CH3:52])[CH3:46])[CH3:64])[CH3:63]. The catalyst class is: 21. (2) Reactant: [CH3:1][C:2]1[CH:15]=[CH:14][C:5]([O:6][C:7]2[N:12]=[CH:11][C:10]([NH2:13])=[CH:9][CH:8]=2)=[CH:4][C:3]=1[O:16][C:17]([F:20])([F:19])[F:18].[C:21](Cl)(=[O:23])[CH3:22]. Product: [CH3:1][C:2]1[CH:15]=[CH:14][C:5]([O:6][C:7]2[N:12]=[CH:11][C:10]([NH:13][C:21](=[O:23])[CH3:22])=[CH:9][CH:8]=2)=[CH:4][C:3]=1[O:16][C:17]([F:18])([F:20])[F:19]. The catalyst class is: 2. (3) Reactant: [CH2:1]([O:3][CH:4]1[CH2:9][CH2:8][CH:7]([C:10]2[CH:15]=[CH:14][C:13]([CH:16]3[CH2:21][CH2:20][CH:19]([CH:22]4[CH2:31][CH2:30][C:25]5(OCC[O:26]5)[CH2:24][CH2:23]4)[CH2:18][CH2:17]3)=[C:12]([F:32])[CH:11]=2)[CH2:6][CH2:5]1)[CH3:2].C(O)=O.O. Product: [CH2:1]([O:3][CH:4]1[CH2:5][CH2:6][CH:7]([C:10]2[CH:15]=[CH:14][C:13]([CH:16]3[CH2:21][CH2:20][CH:19]([CH:22]4[CH2:31][CH2:30][C:25](=[O:26])[CH2:24][CH2:23]4)[CH2:18][CH2:17]3)=[C:12]([F:32])[CH:11]=2)[CH2:8][CH2:9]1)[CH3:2]. The catalyst class is: 11. (4) Reactant: [CH3:1][O:2][C:3]1[CH:4]=[C:5]([C:9](=O)[CH2:10][C:11]#[N:12])[CH:6]=[CH:7][CH:8]=1.[NH2:14][NH2:15]. Product: [CH3:1][O:2][C:3]1[CH:4]=[C:5]([C:9]2[CH:10]=[C:11]([NH2:12])[NH:14][N:15]=2)[CH:6]=[CH:7][CH:8]=1. The catalyst class is: 14. (5) Reactant: [Br:1][C:2]1[CH:3]=[C:4]([S:9]([N:12]([C:14]2[CH:33]=[CH:32][C:17]3[N:18]([CH2:25][CH:26]4[CH2:31][CH2:30][O:29][CH2:28][CH2:27]4)[C:19]([C:21]([CH3:24])([CH3:23])[CH3:22])=[N:20][C:16]=3[CH:15]=2)[CH3:13])(=[O:11])=[O:10])[CH:5]=[N:6][C:7]=1Cl.N.C[N:36]([CH:38]=[O:39])C. Product: [Br:1][C:2]1[CH:3]=[C:4]([S:9]([N:12]([C:14]2[CH:33]=[CH:32][C:17]3[N:18]([CH2:25][CH:26]4[CH2:31][CH2:30][O:29][CH2:28][CH2:27]4)[C:19]([C:21]([CH3:24])([CH3:23])[CH3:22])=[N:20][C:16]=3[CH:15]=2)[CH3:13])(=[O:11])=[O:10])[CH:5]=[N:6][C:7]=1[NH:36][CH:38]=[O:39]. The catalyst class is: 6. (6) Reactant: [CH2:1]([N:8]([CH2:20][C@H:21]([OH:30])[CH2:22][O:23][C:24]1[CH:29]=[CH:28][CH:27]=[CH:26][CH:25]=1)[C@H:9]([CH2:18][OH:19])[CH2:10][C:11]1[CH:16]=[CH:15][C:14]([OH:17])=[CH:13][CH:12]=1)[C:2]1[CH:7]=[CH:6][CH:5]=[CH:4][CH:3]=1.CC(C)([O-])C.[K+].Cl[C:38]1[C:47]2[C:42](=[CH:43][C:44]([C:48]([NH2:50])=[O:49])=[CH:45][CH:46]=2)[N:41]=[CH:40][CH:39]=1.O. Product: [CH2:1]([N:8]([CH2:20][C@H:21]([OH:30])[CH2:22][O:23][C:24]1[CH:25]=[CH:26][CH:27]=[CH:28][CH:29]=1)[C@H:9]([CH2:18][OH:19])[CH2:10][C:11]1[CH:16]=[CH:15][C:14]([O:17][C:38]2[C:47]3[C:42](=[CH:43][C:44]([C:48]([NH2:50])=[O:49])=[CH:45][CH:46]=3)[N:41]=[CH:40][CH:39]=2)=[CH:13][CH:12]=1)[C:2]1[CH:7]=[CH:6][CH:5]=[CH:4][CH:3]=1. The catalyst class is: 16. (7) Reactant: [N:1]1([C:7]2[N:12]=[CH:11][C:10]([NH:13][C:14]([C:16]3[CH2:21][CH2:20][CH2:19][CH2:18][C:17]=3[C:22]3[CH:27]=[CH:26][C:25]([C:28]([F:31])([F:30])[F:29])=[CH:24][CH:23]=3)=[O:15])=[CH:9][CH:8]=2)[CH2:6][CH2:5][NH:4][CH2:3][CH2:2]1.Cl.[N:33]1[CH:38]=[CH:37][CH:36]=[CH:35][C:34]=1[CH2:39][C:40](O)=[O:41].ON1C2C=CC=CC=2N=N1.Cl.CN(C)CCCN=C=NCC. Product: [N:33]1[CH:38]=[CH:37][CH:36]=[CH:35][C:34]=1[CH2:39][C:40]([N:4]1[CH2:5][CH2:6][N:1]([C:7]2[N:12]=[CH:11][C:10]([NH:13][C:14]([C:16]3[CH2:21][CH2:20][CH2:19][CH2:18][C:17]=3[C:22]3[CH:23]=[CH:24][C:25]([C:28]([F:31])([F:29])[F:30])=[CH:26][CH:27]=3)=[O:15])=[CH:9][CH:8]=2)[CH2:2][CH2:3]1)=[O:41]. The catalyst class is: 289. (8) Reactant: [CH:1]1[CH:9]=[CH:8][C:7]2[CH2:10][CH2:11][N:5]3[C:6]=2[C:2]=1[C@H:3]1[CH2:15][NH:14][CH2:13][CH2:12][C@H:4]13.[CH:16]1([C:19](Cl)=[O:20])[CH2:18][CH2:17]1. Product: [CH:16]1([C:19]([N:14]2[CH2:13][CH2:12][C@H:4]3[N:5]4[CH2:11][CH2:10][C:7]5[CH:8]=[CH:9][CH:1]=[C:2]([C:6]4=5)[C@H:3]3[CH2:15]2)=[O:20])[CH2:18][CH2:17]1. The catalyst class is: 624.